The task is: Predict the product of the given reaction.. This data is from Forward reaction prediction with 1.9M reactions from USPTO patents (1976-2016). (1) Given the reactants [OH:1][C:2]1[CH:3]=[CH:4][CH:5]=[C:6]2[C:11]=1[N:10]=[CH:9][CH:8]=[CH:7]2.[CH2:12]=O.[NH:14]1[CH2:19][CH2:18][O:17][CH2:16][CH2:15]1, predict the reaction product. The product is: [N:14]1([C:3]2[C:2]([OH:1])=[C:11]3[C:6]([CH:7]=[CH:8][C:9]([CH3:12])=[N:10]3)=[CH:5][CH:4]=2)[CH2:19][CH2:18][O:17][CH2:16][CH2:15]1. (2) Given the reactants C(OC([N:8]1[CH2:17][C:16]([CH3:19])([CH3:18])[C:15]2[C:10](=[CH:11][C:12]([NH:20][C:21](=[O:36])[C:22]3[CH:27]=[CH:26][CH:25]=[CH:24][C:23]=3[N:28]=[CH:29][C:30]3[CH:35]=[CH:34][N:33]=[N:32][CH:31]=3)=[CH:13][CH:14]=2)[CH2:9]1)=O)(C)(C)C.Cl, predict the reaction product. The product is: [CH3:18][C:16]1([CH3:19])[C:15]2[C:10](=[CH:11][C:12]([NH:20][C:21](=[O:36])[C:22]3[CH:27]=[CH:26][CH:25]=[CH:24][C:23]=3[NH:28][CH2:29][C:30]3[CH:35]=[CH:34][N:33]=[N:32][CH:31]=3)=[CH:13][CH:14]=2)[CH2:9][NH:8][CH2:17]1. (3) Given the reactants CC([O-])(C)C.[K+].[CH3:7][O:8][C:9]1[CH:10]=[C:11]2[C:16](=[CH:17][CH:18]=1)[N:15]1[CH2:19][CH2:20][N:21](C(=O)[C@@H](OC)C3C=CC=CC=3)[CH2:22][C@@H:14]1[CH2:13][CH2:12]2, predict the reaction product. The product is: [CH3:7][O:8][C:9]1[CH:10]=[C:11]2[C:16](=[CH:17][CH:18]=1)[N:15]1[CH2:19][CH2:20][NH:21][CH2:22][C@@H:14]1[CH2:13][CH2:12]2.